Dataset: Reaction yield outcomes from USPTO patents with 853,638 reactions. Task: Predict the reaction yield, written as a fraction of the theoretical maximum amount of product (1.0 means a 100% yield; for example, 0.34 means a 34% yield). (1) The reactants are C1N2CN3CN(C2)CN1C3.N12CCCN=C1CCCCC2.[CH3:22][C:23]1[O:24][CH2:25][CH:26]([C:28]([O:30][CH3:31])=[O:29])[N:27]=1. The catalyst is ClCCl.[Cu](Br)Br. The product is [CH3:22][C:23]1[O:24][CH:25]=[C:26]([C:28]([O:30][CH3:31])=[O:29])[N:27]=1. The yield is 0.340. (2) The reactants are [CH3:1][O:2][C:3](=[O:13])[C:4]1[C:9]([F:10])=[CH:8][CH:7]=[C:6]([NH2:11])[C:5]=1[CH3:12].[I:14]N1C(=O)CCC1=O. The catalyst is C(O)(=O)C. The product is [CH3:1][O:2][C:3](=[O:13])[C:4]1[C:9]([F:10])=[CH:8][C:7]([I:14])=[C:6]([NH2:11])[C:5]=1[CH3:12]. The yield is 0.930.